Task: Binary Classification. Given a T-cell receptor sequence (or CDR3 region) and an epitope sequence, predict whether binding occurs between them.. Dataset: TCR-epitope binding with 47,182 pairs between 192 epitopes and 23,139 TCRs (1) The epitope is RTLNAWVKV. The TCR CDR3 sequence is CASSIGDYEQYF. Result: 0 (the TCR does not bind to the epitope). (2) The epitope is CINGVCWTV. The TCR CDR3 sequence is CATSNLDSFGGYTF. Result: 1 (the TCR binds to the epitope). (3) The epitope is YEGNSPFHPL. The TCR CDR3 sequence is CSASSGLEQYF. Result: 1 (the TCR binds to the epitope). (4) The epitope is CINGVCWTV. The TCR CDR3 sequence is CASSQEWTGLYNEQFF. Result: 0 (the TCR does not bind to the epitope). (5) The epitope is LLLGIGILV. The TCR CDR3 sequence is CASRNPLPTGHRGEAFF. Result: 1 (the TCR binds to the epitope). (6) The epitope is LLALHRSYL. The TCR CDR3 sequence is CASSPTPSEQFF. Result: 0 (the TCR does not bind to the epitope).